Task: Predict the product of the given reaction.. Dataset: Forward reaction prediction with 1.9M reactions from USPTO patents (1976-2016) (1) Given the reactants C(OC(=O)[NH:7][C:8]1[CH:13]=[CH:12][N:11]=[C:10]([CH2:14][N:15]2[CH2:20][CH2:19][O:18][CH2:17][CH2:16]2)[CH:9]=1)(C)(C)C.C(O)(C(F)(F)F)=O, predict the reaction product. The product is: [N:15]1([CH2:14][C:10]2[CH:9]=[C:8]([NH2:7])[CH:13]=[CH:12][N:11]=2)[CH2:20][CH2:19][O:18][CH2:17][CH2:16]1. (2) Given the reactants [C:9](O[C:9]([O:11][C:12]([CH3:15])([CH3:14])[CH3:13])=[O:10])([O:11][C:12]([CH3:15])([CH3:14])[CH3:13])=[O:10].Cl.[I:17][C:18]1[CH:27]=[CH:26][C:21]2[C:22](=O)[CH2:23][O:24][C:20]=2[CH:19]=1.[CH2:28]([N:30](CC)[CH2:31]C)[CH3:29], predict the reaction product. The product is: [I:17][C:18]1[CH:27]=[CH:26][C:21]2[C:22]3[CH2:29][CH2:28][N:30]([C:9]([O:11][C:12]([CH3:13])([CH3:14])[CH3:15])=[O:10])[CH2:31][C:23]=3[O:24][C:20]=2[CH:19]=1. (3) Given the reactants CN(C)[CH:3]=[CH:4][C:5]([C:7]1[N:11]([CH:12]([CH3:14])[CH3:13])[C:10]([CH3:15])=[N:9][CH:8]=1)=O.Cl.[NH2:18][C:19]([NH2:21])=[NH:20].C[O-].[Na+], predict the reaction product. The product is: [NH2:20][C:19]1[N:21]=[C:5]([C:7]2[N:11]([CH:12]([CH3:13])[CH3:14])[C:10]([CH3:15])=[N:9][CH:8]=2)[CH:4]=[CH:3][N:18]=1. (4) Given the reactants [C:1]1(=O)[CH2:7][CH2:6]C[CH2:4][CH2:3][CH2:2]1.[CH:9](OC)([O:12][CH3:13])[O:10][CH3:11].C1(C)C=CC(S(O)(=O)=O)=CC=1, predict the reaction product. The product is: [CH3:11][O:10][C:9]1([O:12][CH3:13])[CH2:4][CH2:3][CH2:2][CH2:1][CH2:7][CH2:6]1. (5) Given the reactants [CH:1]1([C:6]([OH:8])=[O:7])[CH2:5][CH:4]=[CH:3][CH2:2]1.S(Cl)(Cl)=O.[CH2:13](O)[CH3:14], predict the reaction product. The product is: [CH:1]1([C:6]([O:8][CH2:13][CH3:14])=[O:7])[CH2:5][CH:4]=[CH:3][CH2:2]1. (6) Given the reactants [CH3:1][O:2][C:3]1[N:8]=[CH:7][C:6]([C:9]2[C:14]([CH3:15])=[C:13]([C:16]([F:19])([F:18])[F:17])[N:12]3[N:20]=[CH:21][C:22]([C:23](O)=[O:24])=[C:11]3[N:10]=2)=[CH:5][CH:4]=1.CN(C(ON1N=NC2C=CC=NC1=2)=[N+](C)C)C.F[P-](F)(F)(F)(F)F.CCN(C(C)C)C(C)C.[CH3:59][C@H:60]1[NH:65][CH2:64][CH2:63][N:62]([C:66]([O:68][C:69]([CH3:72])([CH3:71])[CH3:70])=[O:67])[CH2:61]1, predict the reaction product. The product is: [CH3:1][O:2][C:3]1[N:8]=[CH:7][C:6]([C:9]2[C:14]([CH3:15])=[C:13]([C:16]([F:19])([F:18])[F:17])[N:12]3[N:20]=[CH:21][C:22]([C:23]([N:65]4[CH2:64][CH2:63][N:62]([C:66]([O:68][C:69]([CH3:72])([CH3:71])[CH3:70])=[O:67])[CH2:61][C@H:60]4[CH3:59])=[O:24])=[C:11]3[N:10]=2)=[CH:5][CH:4]=1. (7) Given the reactants [C:1]([O:5][C:6]([NH:8][C@@H:9]([CH:13]([CH3:15])[CH3:14])[C:10]([OH:12])=O)=[O:7])([CH3:4])([CH3:3])[CH3:2].C1C=CC2N(O)N=NC=2C=1.O.CCN(C(C)C)C(C)C.CN(C(ON1N=NC2C=CC=CC1=2)=[N+](C)C)C.F[P-](F)(F)(F)(F)F.[CH3:60][O:61][C:62]1[CH:69]=[CH:68][C:65]([CH2:66][NH2:67])=[CH:64][CH:63]=1.Cl, predict the reaction product. The product is: [CH3:60][O:61][C:62]1[CH:69]=[CH:68][C:65]([CH2:66][NH:67][C:10](=[O:12])[C@@H:9]([NH:8][C:6](=[O:7])[O:5][C:1]([CH3:2])([CH3:3])[CH3:4])[CH:13]([CH3:15])[CH3:14])=[CH:64][CH:63]=1. (8) Given the reactants [NH2:1][C:2]1[CH:7]=[CH:6][CH:5]=[CH:4][C:3]=1[C:8](=O)[CH2:9][CH2:10][Si:11]([CH3:14])([CH3:13])[CH3:12].C1(C)C=CC(S(O)(=O)=O)=CC=1.[CH3:27][CH2:28][C@@:29]1([OH:58])[C:34](=[O:35])[O:33][CH2:32][C:31]2[C:36]([N:38]3[C:50](=[CH:51][C:30]1=2)[C:49]1N=C2C(C(CC[Si](C)(C)C)=CC=C2)=C[C:40]=1[CH2:39]3)=[O:37], predict the reaction product. The product is: [CH3:27][CH2:28][C@@:29]1([OH:58])[C:34](=[O:35])[O:33][CH2:32][C:31]2[C:36]([N:38]3[C:50](=[CH:51][C:30]1=2)[C:49]1[C:40](=[C:8]([CH2:9][CH2:10][Si:11]([CH3:14])([CH3:13])[CH3:12])[C:3]2[C:2]([N:1]=1)=[CH:7][CH:6]=[CH:5][CH:4]=2)[CH2:39]3)=[O:37].